From a dataset of Forward reaction prediction with 1.9M reactions from USPTO patents (1976-2016). Predict the product of the given reaction. (1) Given the reactants [F:1][C:2]1[CH:3]=[C:4]([C@@H:17]([NH:21][C:22](=[O:28])[O:23][C:24]([CH3:27])([CH3:26])[CH3:25])[CH2:18][CH:19]=[CH2:20])[CH:5]=[C:6]([C:8]2[N:12]([CH3:13])[N:11]=[CH:10][C:9]=2[N+:14]([O-])=O)[CH:7]=1.[NH4+].[Cl-], predict the reaction product. The product is: [NH2:14][C:9]1[CH:10]=[N:11][N:12]([CH3:13])[C:8]=1[C:6]1[CH:5]=[C:4]([C@@H:17]([NH:21][C:22](=[O:28])[O:23][C:24]([CH3:26])([CH3:25])[CH3:27])[CH2:18][CH:19]=[CH2:20])[CH:3]=[C:2]([F:1])[CH:7]=1. (2) Given the reactants [CH3:1][CH:2]([CH3:14])[C@H:3]([NH:7][C:8]([O:10][CH:11]([CH3:13])[CH3:12])=[O:9])[C:4]([OH:6])=O.CN1CCOCC1.CC(C)COC(Cl)=O.Cl.[NH2:31][C@@H:32]([CH:44]([CH3:46])[CH3:45])[CH2:33][NH:34][C:35](=[O:43])[C:36]1[CH:41]=[CH:40][CH:39]=[CH:38][C:37]=1[Cl:42].C(N(CC)CC)C, predict the reaction product. The product is: [Cl:42][C:37]1[CH:38]=[CH:39][CH:40]=[CH:41][C:36]=1[C:35]([NH:34][CH2:33][C@@H:32]([NH:31][C:4](=[O:6])[C@@H:3]([NH:7][C:8]([O:10][CH:11]([CH3:13])[CH3:12])=[O:9])[CH:2]([CH3:1])[CH3:14])[CH:44]([CH3:46])[CH3:45])=[O:43]. (3) The product is: [CH2:17]([N:4]1[CH:3]=[C:2]([C:26]2[CH:27]=[CH:28][C:22]3[S:21][C:20]([CH3:19])=[N:24][C:23]=3[CH:25]=2)[C:11]2[C:6](=[CH:7][C:8]([O:14][CH3:15])=[C:9]([O:12][CH3:13])[CH:10]=2)[C:5]1=[O:16])[CH3:18]. Given the reactants Br[C:2]1[C:11]2[C:6](=[CH:7][C:8]([O:14][CH3:15])=[C:9]([O:12][CH3:13])[CH:10]=2)[C:5](=[O:16])[N:4]([CH2:17][CH3:18])[CH:3]=1.[CH3:19][C:20]1[S:21][C:22]2[CH:28]=[CH:27][C:26](B3OC(C)(C)C(C)(C)O3)=[CH:25][C:23]=2[N:24]=1.C(=O)([O-])[O-].[Cs+].[Cs+], predict the reaction product. (4) Given the reactants [O:1]1[C:6]2[CH:7]=[CH:8][CH:9]=[CH:10][C:5]=2[O:4][CH2:3][CH:2]1[CH2:11][N:12]1[CH2:17][CH2:16][CH2:15][C:14]([C:19]([OH:22])([CH3:21])C)([CH3:18])[CH2:13]1.[CH2:23](OC(C1(CC)CCCN(CC2OC3C=CC=CC=3OC2)C1)=O)C.C[Mg]Br, predict the reaction product. The product is: [O:1]1[C:6]2[CH:7]=[CH:8][CH:9]=[CH:10][C:5]=2[O:4][CH2:3][CH:2]1[CH2:11][N:12]1[CH2:17][CH2:16][CH2:15][C:14]([C:19](=[O:22])[CH3:21])([CH2:18][CH3:23])[CH2:13]1. (5) Given the reactants [H-].[Al+3].[Li+].[H-].[H-].[H-].C([O:9][C:10](=O)[CH:11]=[C:12]1[CH2:15][N:14]([CH:16]([C:23]2[CH:28]=[CH:27][CH:26]=[CH:25][CH:24]=2)[C:17]2[CH:22]=[CH:21][CH:20]=[CH:19][CH:18]=2)[CH2:13]1)C.O.[OH-].[Na+], predict the reaction product. The product is: [CH:16]([N:14]1[CH2:15][CH:12]([CH2:11][CH2:10][OH:9])[CH2:13]1)([C:23]1[CH:28]=[CH:27][CH:26]=[CH:25][CH:24]=1)[C:17]1[CH:18]=[CH:19][CH:20]=[CH:21][CH:22]=1. (6) Given the reactants FC(F)(F)C([O-])=O.[CH3:8][O:9][P:10]([CH2:14][CH2:15][N:16]1[CH2:21][CH2:20][NH:19][CH2:18][CH2:17]1)(=[O:13])[O:11][CH3:12].C(N(C(C)C)CC)(C)C.[CH:31]([O:44][C:45]1[C:54]2[N:53]=[CH:52][CH:51]=[CH:50][C:49]=2[C:48]([C:55](O)=[O:56])=[C:47]2[CH2:58][N:59]([CH2:62][C:63]3[CH:68]=[CH:67][C:66]([F:69])=[CH:65][CH:64]=3)[C:60](=[O:61])[C:46]=12)([C:38]1[CH:43]=[CH:42][CH:41]=[CH:40][CH:39]=1)[C:32]1[CH:37]=[CH:36][CH:35]=[CH:34][CH:33]=1.CN(C(ON1N=NC2C=CC=NC1=2)=[N+](C)C)C.F[P-](F)(F)(F)(F)F, predict the reaction product. The product is: [CH3:12][O:11][P:10]([CH2:14][CH2:15][N:16]1[CH2:17][CH2:18][N:19]([C:55]([C:48]2[C:49]3[CH:50]=[CH:51][CH:52]=[N:53][C:54]=3[C:45]([O:44][CH:31]([C:38]3[CH:43]=[CH:42][CH:41]=[CH:40][CH:39]=3)[C:32]3[CH:33]=[CH:34][CH:35]=[CH:36][CH:37]=3)=[C:46]3[C:60](=[O:61])[N:59]([CH2:62][C:63]4[CH:64]=[CH:65][C:66]([F:69])=[CH:67][CH:68]=4)[CH2:58][C:47]=23)=[O:56])[CH2:20][CH2:21]1)(=[O:13])[O:9][CH3:8].